Dataset: Full USPTO retrosynthesis dataset with 1.9M reactions from patents (1976-2016). Task: Predict the reactants needed to synthesize the given product. Given the product [C:22]([O:21][C:19](=[O:20])[NH:18][CH2:17][CH:14]1[CH2:13][CH2:12][NH:11][CH2:16][CH2:15]1)([CH3:25])([CH3:23])[CH3:24], predict the reactants needed to synthesize it. The reactants are: C(OC([N:11]1[CH2:16][CH2:15][CH:14]([CH2:17][NH:18][C:19]([O:21][C:22]([CH3:25])([CH3:24])[CH3:23])=[O:20])[CH2:13][CH2:12]1)=O)C1C=CC=CC=1.C1COCC1.[H][H].